Dataset: Retrosynthesis with 50K atom-mapped reactions and 10 reaction types from USPTO. Task: Predict the reactants needed to synthesize the given product. (1) Given the product Clc1ncc2c(-c3ccccc3)csc2n1, predict the reactants needed to synthesize it. The reactants are: Clc1nc(Cl)c2c(-c3ccccc3)csc2n1. (2) Given the product CC(C)(C)OC(=O)[C@@H]1CCCN1C[C@@H](O)[C@H](Cc1ccccc1)NC(=O)[C@@H](N)CC(N)=O, predict the reactants needed to synthesize it. The reactants are: CC(C)(C)OC(=O)[C@@H]1CCCN1C[C@@H](O)[C@H](Cc1ccccc1)NC(=O)[C@H](CC(N)=O)NC(=O)OCc1ccccc1.